Dataset: NCI-60 drug combinations with 297,098 pairs across 59 cell lines. Task: Regression. Given two drug SMILES strings and cell line genomic features, predict the synergy score measuring deviation from expected non-interaction effect. (1) Drug 1: C1=CC(=CC=C1CC(C(=O)O)N)N(CCCl)CCCl.Cl. Drug 2: C1=NC(=NC(=O)N1C2C(C(C(O2)CO)O)O)N. Cell line: M14. Synergy scores: CSS=11.7, Synergy_ZIP=1.72, Synergy_Bliss=7.35, Synergy_Loewe=3.51, Synergy_HSA=4.59. (2) Drug 1: C1=CC(=CC=C1CC(C(=O)O)N)N(CCCl)CCCl.Cl. Drug 2: CC(C)CN1C=NC2=C1C3=CC=CC=C3N=C2N. Cell line: SW-620. Synergy scores: CSS=14.5, Synergy_ZIP=-4.24, Synergy_Bliss=0.825, Synergy_Loewe=-2.34, Synergy_HSA=-2.66.